From a dataset of Full USPTO retrosynthesis dataset with 1.9M reactions from patents (1976-2016). Predict the reactants needed to synthesize the given product. Given the product [NH2:32][C@:33]1([C:56]([F:59])([F:58])[F:57])[CH2:34][CH2:35][N:36]([C:2]2[C:21]([C:22]3[CH:23]=[N:24][CH:25]=[N:26][CH:27]=3)=[CH:20][C:5]([C:6]([NH:8][C:9]3[CH:14]=[CH:13][C:12]([O:15][C:16]([F:19])([F:18])[F:17])=[CH:11][CH:10]=3)=[O:7])=[CH:4][N:3]=2)[CH2:37]1, predict the reactants needed to synthesize it. The reactants are: Cl[C:2]1[C:21]([C:22]2[CH:23]=[N:24][CH:25]=[N:26][CH:27]=2)=[CH:20][C:5]([C:6]([NH:8][C:9]2[CH:14]=[CH:13][C:12]([O:15][C:16]([F:19])([F:18])[F:17])=[CH:11][CH:10]=2)=[O:7])=[CH:4][N:3]=1.CC([N:32](C([O-])=O)[CH:33]1[CH2:37][N:36](C(F)(F)F)[CH2:35][CH2:34]1)(C)C.CCN(C(C)C)C(C)C.C(O)([C:56]([F:59])([F:58])[F:57])=O.